From a dataset of NCI-60 drug combinations with 297,098 pairs across 59 cell lines. Regression. Given two drug SMILES strings and cell line genomic features, predict the synergy score measuring deviation from expected non-interaction effect. (1) Drug 1: COC1=NC(=NC2=C1N=CN2C3C(C(C(O3)CO)O)O)N. Drug 2: CC1CCC2CC(C(=CC=CC=CC(CC(C(=O)C(C(C(=CC(C(=O)CC(OC(=O)C3CCCCN3C(=O)C(=O)C1(O2)O)C(C)CC4CCC(C(C4)OC)OCCO)C)C)O)OC)C)C)C)OC. Cell line: SK-MEL-5. Synergy scores: CSS=-1.91, Synergy_ZIP=2.44, Synergy_Bliss=2.33, Synergy_Loewe=-1.91, Synergy_HSA=-2.32. (2) Drug 1: CC1=CC2C(CCC3(C2CCC3(C(=O)C)OC(=O)C)C)C4(C1=CC(=O)CC4)C. Drug 2: CC1=CC=C(C=C1)C2=CC(=NN2C3=CC=C(C=C3)S(=O)(=O)N)C(F)(F)F. Cell line: RPMI-8226. Synergy scores: CSS=10.4, Synergy_ZIP=0.553, Synergy_Bliss=6.85, Synergy_Loewe=4.52, Synergy_HSA=5.50. (3) Drug 1: CCCCCOC(=O)NC1=NC(=O)N(C=C1F)C2C(C(C(O2)C)O)O. Drug 2: CN(C(=O)NC(C=O)C(C(C(CO)O)O)O)N=O. Cell line: SN12C. Synergy scores: CSS=-9.17, Synergy_ZIP=5.25, Synergy_Bliss=2.73, Synergy_Loewe=-5.04, Synergy_HSA=-4.48. (4) Drug 1: COC1=C2C(=CC3=C1OC=C3)C=CC(=O)O2. Drug 2: CC12CCC3C(C1CCC2OP(=O)(O)O)CCC4=C3C=CC(=C4)OC(=O)N(CCCl)CCCl.[Na+]. Cell line: DU-145. Synergy scores: CSS=4.54, Synergy_ZIP=1.92, Synergy_Bliss=7.65, Synergy_Loewe=6.21, Synergy_HSA=5.17. (5) Drug 1: CC1OCC2C(O1)C(C(C(O2)OC3C4COC(=O)C4C(C5=CC6=C(C=C35)OCO6)C7=CC(=C(C(=C7)OC)O)OC)O)O. Drug 2: CC1C(C(=O)NC(C(=O)N2CCCC2C(=O)N(CC(=O)N(C(C(=O)O1)C(C)C)C)C)C(C)C)NC(=O)C3=C4C(=C(C=C3)C)OC5=C(C(=O)C(=C(C5=N4)C(=O)NC6C(OC(=O)C(N(C(=O)CN(C(=O)C7CCCN7C(=O)C(NC6=O)C(C)C)C)C)C(C)C)C)N)C. Cell line: SNB-19. Synergy scores: CSS=21.1, Synergy_ZIP=1.60, Synergy_Bliss=2.82, Synergy_Loewe=4.04, Synergy_HSA=3.60. (6) Drug 1: C1C(C(OC1N2C=NC3=C(N=C(N=C32)Cl)N)CO)O. Drug 2: CS(=O)(=O)OCCCCOS(=O)(=O)C. Cell line: SN12C. Synergy scores: CSS=44.4, Synergy_ZIP=-0.968, Synergy_Bliss=0.861, Synergy_Loewe=1.04, Synergy_HSA=1.44. (7) Drug 1: CCC1(CC2CC(C3=C(CCN(C2)C1)C4=CC=CC=C4N3)(C5=C(C=C6C(=C5)C78CCN9C7C(C=CC9)(C(C(C8N6C=O)(C(=O)OC)O)OC(=O)C)CC)OC)C(=O)OC)O.OS(=O)(=O)O. Drug 2: CN(C(=O)NC(C=O)C(C(C(CO)O)O)O)N=O. Cell line: OVCAR-4. Synergy scores: CSS=-0.551, Synergy_ZIP=-1.04, Synergy_Bliss=-2.90, Synergy_Loewe=-0.118, Synergy_HSA=-2.39. (8) Drug 1: CC1=CC=C(C=C1)C2=CC(=NN2C3=CC=C(C=C3)S(=O)(=O)N)C(F)(F)F. Drug 2: C1=CN(C=N1)CC(O)(P(=O)(O)O)P(=O)(O)O. Cell line: CAKI-1. Synergy scores: CSS=4.46, Synergy_ZIP=-1.72, Synergy_Bliss=0.501, Synergy_Loewe=0.605, Synergy_HSA=0.638.